This data is from Reaction yield outcomes from USPTO patents with 853,638 reactions. The task is: Predict the reaction yield, written as a fraction of the theoretical maximum amount of product (1.0 means a 100% yield; for example, 0.34 means a 34% yield). (1) The reactants are [Cl:1][C:2]1[CH:3]=[C:4]2[C:8](=[CH:9][CH:10]=1)[NH:7][CH:6]=[C:5]2[CH2:11][CH2:12][NH:13][C:14](=[O:23])[C:15]1[CH:20]=[CH:19][C:18]([CH2:21]Cl)=[CH:17][CH:16]=1.B(O)(O)[C:25]1[CH:26]=[CH:27][C:28]([CH3:31])=[CH:29][CH:30]=1.C(=O)([O-])[O-].[Na+].[Na+].[I-].[Na+]. The catalyst is C(COC)OC.O.C1C=CC([P]([Pd]([P](C2C=CC=CC=2)(C2C=CC=CC=2)C2C=CC=CC=2)([P](C2C=CC=CC=2)(C2C=CC=CC=2)C2C=CC=CC=2)[P](C2C=CC=CC=2)(C2C=CC=CC=2)C2C=CC=CC=2)(C2C=CC=CC=2)C2C=CC=CC=2)=CC=1. The product is [Cl:1][C:2]1[CH:3]=[C:4]2[C:8](=[CH:9][CH:10]=1)[NH:7][CH:6]=[C:5]2[CH2:11][CH2:12][NH:13][C:14](=[O:23])[C:15]1[CH:20]=[CH:19][C:18]([CH2:21][C:25]2[CH:30]=[CH:29][C:28]([CH3:31])=[CH:27][CH:26]=2)=[CH:17][CH:16]=1. The yield is 0.500. (2) The reactants are [CH3:1][O:2][C@H:3]1[C@@H:9]2[O:10][CH2:11][C@@H:12]([OH:13])[C@@H:8]2[O:7][C@@H:4]1[O:5][CH3:6].N1C=CC=CC=1.[CH3:20][S:21](Cl)(=[O:23])=[O:22]. The catalyst is ClCCl. The product is [CH3:1][O:2][C@H:3]1[C@@H:9]2[O:10][CH2:11][C@H:12]([O:13][S:21]([CH3:20])(=[O:23])=[O:22])[C@@H:8]2[O:7][C@@H:4]1[O:5][CH3:6]. The yield is 0.950.